Dataset: Forward reaction prediction with 1.9M reactions from USPTO patents (1976-2016). Task: Predict the product of the given reaction. (1) Given the reactants [N:1]([C:4]1[CH:13]=[CH:12][CH:11]=[CH:10][C:5]=1[C:6]([O:8]C)=O)=[C:2]=[O:3].Cl.[NH2:15][C@H:16]([C:21]([O:23]C)=[O:22])[CH2:17][CH:18]([CH3:20])[CH3:19].[OH-].[Na+].Cl, predict the reaction product. The product is: [O:3]=[C:2]1[N:15]([C@@H:16]([CH2:17][CH:18]([CH3:20])[CH3:19])[C:21]([OH:23])=[O:22])[C:6](=[O:8])[C:5]2[C:4](=[CH:13][CH:12]=[CH:11][CH:10]=2)[NH:1]1. (2) Given the reactants [F:1][C:2]([F:11])([F:10])[C:3]1[CH:9]=[CH:8][CH:7]=[CH:6][C:4]=1N.C([N:14](CC)CC)C.[CH:19]1([C:25](Cl)=[O:26])[CH2:24][CH2:23][CH2:22][CH2:21][CH2:20]1.[OH-].[Na+], predict the reaction product. The product is: [F:1][C:2]([F:11])([F:10])[C:3]1[CH:9]=[CH:8][CH:7]=[CH:6][C:4]=1[C:19]1([C:25]([NH2:14])=[O:26])[CH2:24][CH2:23][CH2:22][CH2:21][CH2:20]1. (3) Given the reactants Br[C:2]1[CH:7]=[CH:6][C:5]([N:8]2[C:20]3[CH:19]=[CH:18][CH:17]=[CH:16][C:15]=3[C:14]3[C:9]2=[CH:10][CH:11]=[CH:12][CH:13]=3)=[CH:4][CH:3]=1.[B:21]1([B:21]2[O:25][C:24]([CH3:27])([CH3:26])[C:23]([CH3:29])([CH3:28])[O:22]2)[O:25][C:24]([CH3:27])([CH3:26])[C:23]([CH3:29])([CH3:28])[O:22]1.C([O-])(=O)C.[K+], predict the reaction product. The product is: [CH3:28][C:23]1([CH3:29])[C:24]([CH3:27])([CH3:26])[O:25][B:21]([C:2]2[CH:7]=[CH:6][C:5]([N:8]3[C:20]4[CH:19]=[CH:18][CH:17]=[CH:16][C:15]=4[C:14]4[C:9]3=[CH:10][CH:11]=[CH:12][CH:13]=4)=[CH:4][CH:3]=2)[O:22]1.